Dataset: Reaction yield outcomes from USPTO patents with 853,638 reactions. Task: Predict the reaction yield, written as a fraction of the theoretical maximum amount of product (1.0 means a 100% yield; for example, 0.34 means a 34% yield). (1) The reactants are [OH-:1].[K+].[N+:3]([C:6]1[CH:16]=[CH:15][CH:14]=[C:8]2[C:9]([NH:11][C:12](=[O:13])[C:7]=12)=[O:10])([O-:5])=[O:4].Cl. The catalyst is O. The product is [N+:3]([C:6]1[CH:16]=[CH:15][CH:14]=[C:8]([C:9]([OH:1])=[O:10])[C:7]=1[C:12]([NH2:11])=[O:13])([O-:5])=[O:4]. The yield is 0.900. (2) The product is [C:1]([CH:5]([CH2:11][C:12]1[CH:17]=[CH:16][C:15]([O:18][CH3:19])=[CH:14][C:13]=1[CH2:20][NH2:21])[CH2:6][C:7]([O:9][CH3:10])=[O:8])([O:3][CH3:4])=[O:2]. The reactants are [C:1]([CH:5]([CH2:11][C:12]1[CH:17]=[CH:16][C:15]([O:18][CH3:19])=[CH:14][C:13]=1[CH2:20][N:21](C(OC(C)(C)C)=O)C(OC(C)(C)C)=O)[CH2:6][C:7]([O:9][CH3:10])=[O:8])([O:3][CH3:4])=[O:2]. The catalyst is C(Cl)(Cl)Cl.FC(F)(F)C(O)=O. The yield is 1.00. (3) The reactants are N([O-])=O.[Na+].[CH2:5]([O:7][C:8]([C@@H:10]1[N:14]([CH3:15])[C:13](=[O:16])[CH2:12][C@@H:11]1[C:17]1[CH:22]=[CH:21][C:20](N)=[CH:19][CH:18]=1)=[O:9])[CH3:6].[I-:24].[K+].II.S([O-])([O-])(=O)=S.[Na+].[Na+]. The catalyst is S(=O)(=O)(O)O.C(O)(=O)C.O. The product is [CH2:5]([O:7][C:8]([C@@H:10]1[N:14]([CH3:15])[C:13](=[O:16])[CH2:12][C@@H:11]1[C:17]1[CH:22]=[CH:21][C:20]([I:24])=[CH:19][CH:18]=1)=[O:9])[CH3:6]. The yield is 0.440. (4) The reactants are [C:1]([O:9][CH:10]([CH:21]1[CH2:26][CH2:25][C:24]([F:28])([F:27])[CH2:23][CH2:22]1)[C:11]1[CH2:20][CH2:19][C:14]2(OCC[O:15]2)[CH2:13][CH:12]=1)(=[O:8])[C:2]1[CH:7]=[CH:6][CH:5]=[CH:4][CH:3]=1. The catalyst is [Pd].CO. The product is [C:1]([O:9][CH:10]([CH:21]1[CH2:22][CH2:23][C:24]([F:27])([F:28])[CH2:25][CH2:26]1)[CH:11]1[CH2:20][CH2:19][C:14](=[O:15])[CH2:13][CH2:12]1)(=[O:8])[C:2]1[CH:3]=[CH:4][CH:5]=[CH:6][CH:7]=1. The yield is 0.780.